From a dataset of Forward reaction prediction with 1.9M reactions from USPTO patents (1976-2016). Predict the product of the given reaction. (1) Given the reactants [C:1]([O:5][C:6]([N:8]1[CH2:13][CH2:12][NH:11][CH2:10][CH2:9]1)=[O:7])([CH3:4])([CH3:3])[CH3:2].Br[C:15]1[CH:22]=[CH:21][C:20]([F:23])=[CH:19][C:16]=1[C:17]#[N:18].CC1(C)C2C(=C(P(C3C=CC=CC=3)C3C=CC=CC=3)C=CC=2)OC2C(P(C3C=CC=CC=3)C3C=CC=CC=3)=CC=CC1=2.CC(C)([O-])C.[Na+], predict the reaction product. The product is: [C:1]([O:5][C:6]([N:8]1[CH2:13][CH2:12][N:11]([C:15]2[CH:22]=[CH:21][C:20]([F:23])=[CH:19][C:16]=2[C:17]#[N:18])[CH2:10][CH2:9]1)=[O:7])([CH3:4])([CH3:2])[CH3:3]. (2) Given the reactants [Cl:1][C:2]1[CH:3]=[C:4]([CH:26]=[CH:27][CH:28]=1)[CH2:5][NH:6][C:7](=[O:25])[C:8]1[CH:13]=[CH:12][C:11]([CH:14]2OCC(C)(C)C[O:15]2)=[C:10]([N+:22]([O-:24])=[O:23])[CH:9]=1, predict the reaction product. The product is: [Cl:1][C:2]1[CH:3]=[C:4]([CH:26]=[CH:27][CH:28]=1)[CH2:5][NH:6][C:7](=[O:25])[C:8]1[CH:13]=[CH:12][C:11]([CH:14]=[O:15])=[C:10]([N+:22]([O-:24])=[O:23])[CH:9]=1.